Task: Predict the reactants needed to synthesize the given product.. Dataset: Retrosynthesis with 50K atom-mapped reactions and 10 reaction types from USPTO The reactants are: COc1ccc(C[C@@H]2CN(Cc3ccccc3)CCN2C(=O)c2cc(C(F)(F)F)cc(C(F)(F)F)c2)cc1. Given the product COc1ccc(C[C@@H]2CNCCN2C(=O)c2cc(C(F)(F)F)cc(C(F)(F)F)c2)cc1, predict the reactants needed to synthesize it.